Predict which catalyst facilitates the given reaction. From a dataset of Catalyst prediction with 721,799 reactions and 888 catalyst types from USPTO. (1) Reactant: [Cl:1][C:2]1[CH:27]=[CH:26][C:5]2[N:6]3[C:10]([CH2:11][NH:12][CH2:13][C:4]=2[CH:3]=1)=[N:9][N:8]=[C:7]3[C@H:14]1[CH2:19][CH2:18][C@H:17]([C:20]2[CH:24]=[C:23]([CH3:25])[O:22][N:21]=2)[CH2:16][CH2:15]1.C(N(CC)CC)C.[C:35](Cl)(=[O:37])[CH3:36]. Product: [Cl:1][C:2]1[CH:27]=[CH:26][C:5]2[N:6]3[C:10]([CH2:11][N:12]([C:35](=[O:37])[CH3:36])[CH2:13][C:4]=2[CH:3]=1)=[N:9][N:8]=[C:7]3[C@H:14]1[CH2:15][CH2:16][C@H:17]([C:20]2[CH:24]=[C:23]([CH3:25])[O:22][N:21]=2)[CH2:18][CH2:19]1. The catalyst class is: 4. (2) Reactant: [CH3:1][C:2]1[CH:8]=[CH:7][CH:6]=[CH:5][C:3]=1[NH2:4].N1C=C[CH:12]=[CH:11][CH:10]=1.[CH3:15][S:16](Cl)(=[O:18])=[O:17].[Cl-].[Cl-].[Cl-].[Al+3].C(Cl)(=[O:26])C.Cl. The catalyst class is: 390. Product: [CH3:1][C:2]1[CH:8]=[C:7]([C:10](=[O:26])[CH2:11][CH3:12])[CH:6]=[CH:5][C:3]=1[NH:4][S:16]([CH3:15])(=[O:18])=[O:17]. (3) Reactant: [CH2:1]([O:3][C:4]([C:6]1[N:7]=[C:8]([N:11]2[CH2:14][CH:13]([OH:15])[CH2:12]2)[S:9][CH:10]=1)=[O:5])[CH3:2].[Si:16](Cl)([C:29]([CH3:32])([CH3:31])[CH3:30])([C:23]1[CH:28]=[CH:27][CH:26]=[CH:25][CH:24]=1)[C:17]1[CH:22]=[CH:21][CH:20]=[CH:19][CH:18]=1.N1C=CN=C1.C(O)C. Product: [Si:16]([O:15][CH:13]1[CH2:12][N:11]([C:8]2[S:9][CH:10]=[C:6]([C:4]([O:3][CH2:1][CH3:2])=[O:5])[N:7]=2)[CH2:14]1)([C:29]([CH3:32])([CH3:31])[CH3:30])([C:23]1[CH:24]=[CH:25][CH:26]=[CH:27][CH:28]=1)[C:17]1[CH:22]=[CH:21][CH:20]=[CH:19][CH:18]=1. The catalyst class is: 9. (4) Reactant: [N+:1]([C:4]1[CH:9]=[CH:8][C:7]([OH:10])=[CH:6][CH:5]=1)([O-:3])=[O:2].[CH2:11](Br)[C:12]#[CH:13].C([O-])([O-])=O.[K+].[K+]. Product: [CH2:13]([O:10][C:7]1[CH:8]=[CH:9][C:4]([N+:1]([O-:3])=[O:2])=[CH:5][CH:6]=1)[C:12]#[CH:11]. The catalyst class is: 95. (5) Reactant: [Br:1][C:2]1[CH:7]=[CH:6][C:5]([C:8]2[O:9][C:10]([CH3:16])=[C:11]([CH2:13][CH2:14][OH:15])[N:12]=2)=[CH:4][CH:3]=1.[H-].[Na+].[CH2:19](Br)[C:20]1[CH:25]=[CH:24][CH:23]=[CH:22][CH:21]=1. Product: [CH2:19]([O:15][CH2:14][CH2:13][C:11]1[N:12]=[C:8]([C:5]2[CH:4]=[CH:3][C:2]([Br:1])=[CH:7][CH:6]=2)[O:9][C:10]=1[CH3:16])[C:20]1[CH:25]=[CH:24][CH:23]=[CH:22][CH:21]=1. The catalyst class is: 3. (6) Reactant: [Cl:1][C:2]1[N:7]=[C:6]2[NH:8][C:9](=[O:11])[CH2:10][C:5]2=[CH:4][CH:3]=1.[Cl:12][C:13]1[C:14]([F:21])=[C:15]([CH:18]=[CH:19][CH:20]=1)[CH:16]=O.N1CCCCC1. Product: [Cl:1][C:2]1[N:7]=[C:6]2[NH:8][C:9](=[O:11])/[C:10](=[CH:16]\[C:15]3[CH:18]=[CH:19][CH:20]=[C:13]([Cl:12])[C:14]=3[F:21])/[C:5]2=[CH:4][CH:3]=1. The catalyst class is: 5. (7) Reactant: [Cl:1][C:2]1[C:3]([NH:15][CH:16]2[CH2:33][CH2:32][C:19]3([CH2:24][CH2:23][N:22](C(OC(C)(C)C)=O)[CH2:21][CH2:20]3)[CH2:18][CH2:17]2)=[N:4][C:5]([NH:8][C:9]2[N:10]=[CH:11][N:12]([CH3:14])[CH:13]=2)=[N:6][CH:7]=1.Cl. Product: [ClH:1].[Cl:1][C:2]1[C:3]([NH:15][CH:16]2[CH2:33][CH2:32][C:19]3([CH2:24][CH2:23][NH:22][CH2:21][CH2:20]3)[CH2:18][CH2:17]2)=[N:4][C:5]([NH:8][C:9]2[N:10]=[CH:11][N:12]([CH3:14])[CH:13]=2)=[N:6][CH:7]=1. The catalyst class is: 91. (8) Reactant: [F:1][C:2]([F:22])([F:21])[C:3]1[CH:8]=[CH:7][CH:6]=[CH:5][C:4]=1[C:9]1[CH:14]=[CH:13][N:12]2[CH:15]=[N:16][C:17](C(O)=O)=[C:11]2[N:10]=1.C([N:25](CC)CC)C.C1(P(N=[N+]=[N-])(C2C=CC=CC=2)=O)C=CC=CC=1.O. Product: [F:1][C:2]([F:22])([F:21])[C:3]1[CH:8]=[CH:7][CH:6]=[CH:5][C:4]=1[C:9]1[CH:14]=[CH:13][N:12]2[CH:15]=[N:16][C:17]([NH2:25])=[C:11]2[N:10]=1. The catalyst class is: 3. (9) The catalyst class is: 1. Product: [Br:1][C:2]1[CH:10]=[C:9]2[C:5]([CH:6]=[CH:7][N:8]2[CH3:14])=[CH:4][CH:3]=1. Reactant: [Br:1][C:2]1[CH:10]=[C:9]2[C:5]([CH:6]=[CH:7][NH:8]2)=[CH:4][CH:3]=1.[H-].[Na+].I[CH3:14].